Task: Regression. Given a peptide amino acid sequence and an MHC pseudo amino acid sequence, predict their binding affinity value. This is MHC class II binding data.. Dataset: Peptide-MHC class II binding affinity with 134,281 pairs from IEDB (1) The peptide sequence is PLTHTIGTSVEESEM. The MHC is HLA-DQA10501-DQB10303 with pseudo-sequence HLA-DQA10501-DQB10303. The binding affinity (normalized) is 0.492. (2) The peptide sequence is GRGSGSSFEIKSTKPEASSG. The MHC is DRB5_0101 with pseudo-sequence DRB5_0101. The binding affinity (normalized) is 0.470. (3) The peptide sequence is ITYGETGGNSPVQEF. The MHC is DRB3_0101 with pseudo-sequence DRB3_0101. The binding affinity (normalized) is 0. (4) The binding affinity (normalized) is 0.0245. The peptide sequence is QVPLVQQQQYLGQQQP. The MHC is H-2-IAd with pseudo-sequence H-2-IAd.